This data is from Catalyst prediction with 721,799 reactions and 888 catalyst types from USPTO. The task is: Predict which catalyst facilitates the given reaction. (1) Product: [N+:1]([CH2:4][CH:10]([CH:6]1[CH2:7][CH2:8][CH2:9][O:5]1)[OH:11])([O-:3])=[O:2]. The catalyst class is: 1. Reactant: [N+:1]([CH3:4])([O-:3])=[O:2].[O:5]1[CH2:9][CH2:8][CH2:7][CH:6]1[CH:10]=[O:11].CCN(C(C)C)C(C)C. (2) Reactant: [Cl:1][C:2]1[CH:9]=[C:8]([N:10]([CH2:16][C:17]2[CH:22]=[CH:21][CH:20]=[CH:19][C:18]=2[Cl:23])[C@H:11]2[CH2:15][CH2:14][NH:13][CH2:12]2)[CH:7]=[CH:6][C:3]=1[C:4]#[N:5].[CH3:24][C:25](C)(O)[C:26]#N.[BH4-].[Na+]. Product: [Cl:1][C:2]1[CH:9]=[C:8]([N:10]([CH2:16][C:17]2[CH:22]=[CH:21][CH:20]=[CH:19][C:18]=2[Cl:23])[C@H:11]2[CH2:15][CH2:14][N:13]([CH:25]([CH3:26])[CH3:24])[CH2:12]2)[CH:7]=[CH:6][C:3]=1[C:4]#[N:5]. The catalyst class is: 88. (3) Reactant: [Cl:1][C:2]1[N:7]=[C:6](Cl)[CH:5]=[C:4]([CH2:9][CH2:10][CH3:11])[N:3]=1.[C:12]([O:16][C:17]([NH:19][C@H:20]1[CH2:24][CH2:23][NH:22][CH2:21]1)=[O:18])([CH3:15])([CH3:14])[CH3:13]. Product: [Cl:1][C:2]1[N:7]=[C:6]([N:22]2[CH2:23][CH2:24][C@H:20]([NH:19][C:17](=[O:18])[O:16][C:12]([CH3:14])([CH3:13])[CH3:15])[CH2:21]2)[CH:5]=[C:4]([CH2:9][CH2:10][CH3:11])[N:3]=1. The catalyst class is: 8. (4) Reactant: [O:1]1[C:5]2[CH:6]=[CH:7][C:8]([C:10]3[S:11][CH:12]=[C:13]([C:15]([OH:17])=O)[N:14]=3)=[CH:9][C:4]=2[CH2:3][CH2:2]1.[CH3:18][O:19][C:20]1[CH:21]=[C:22]([C:26]2[NH:30][C:29]([NH2:31])=[N:28][CH:27]=2)[CH:23]=[CH:24][CH:25]=1.F[P-](F)(F)(F)(F)F.N1(OC(N(C)C)=[N+](C)C)C2C=CC=CC=2N=N1.C(N(CC)C(C)C)(C)C. Product: [NH2:31][C:29]1[N:28]([C:15]([C:13]2[N:14]=[C:10]([C:8]3[CH:7]=[CH:6][C:5]4[O:1][CH2:2][CH2:3][C:4]=4[CH:9]=3)[S:11][CH:12]=2)=[O:17])[CH:27]=[C:26]([C:22]2[CH:23]=[CH:24][CH:25]=[C:20]([O:19][CH3:18])[CH:21]=2)[N:30]=1. The catalyst class is: 546.